Dataset: Reaction yield outcomes from USPTO patents with 853,638 reactions. Task: Predict the reaction yield, written as a fraction of the theoretical maximum amount of product (1.0 means a 100% yield; for example, 0.34 means a 34% yield). The reactants are [F:1][CH2:2][CH2:3][N:4]1[C:13]2[C:8](=[CH:9][CH:10]=[C:11](/[CH:14]=[CH:15]/[C:16]3[S:17][CH:18]=[C:19]([CH:21]([CH3:23])[CH3:22])[N:20]=3)[CH:12]=2)[C:7](=[O:24])[C:6]([C:25]([O:27]CC)=[O:26])=[CH:5]1.[OH-].[Na+].Cl. The catalyst is CO.O1CCCC1.O. The product is [F:1][CH2:2][CH2:3][N:4]1[C:13]2[C:8](=[CH:9][CH:10]=[C:11](/[CH:14]=[CH:15]/[C:16]3[S:17][CH:18]=[C:19]([CH:21]([CH3:23])[CH3:22])[N:20]=3)[CH:12]=2)[C:7](=[O:24])[C:6]([C:25]([OH:27])=[O:26])=[CH:5]1. The yield is 0.730.